Dataset: Reaction yield outcomes from USPTO patents with 853,638 reactions. Task: Predict the reaction yield, written as a fraction of the theoretical maximum amount of product (1.0 means a 100% yield; for example, 0.34 means a 34% yield). (1) The catalyst is O1CCCC1. The product is [C:1]([O:5][C:6]([N:8]1[CH2:13][CH2:12][CH:11]([CH2:14][CH2:15][N:16]2[CH2:17][CH2:18][N:19]([C:22]3[CH:27]=[CH:26][CH:25]=[C:24]([CH2:28][OH:29])[CH:23]=3)[CH2:20][CH2:21]2)[CH2:10][CH2:9]1)=[O:7])([CH3:4])([CH3:2])[CH3:3]. The reactants are [C:1]([O:5][C:6]([N:8]1[CH2:13][CH2:12][CH:11]([CH2:14][CH2:15][N:16]2[CH2:21][CH2:20][N:19]([C:22]3[CH:27]=[CH:26][CH:25]=[C:24]([C:28](O)=[O:29])[CH:23]=3)[CH2:18][CH2:17]2)[CH2:10][CH2:9]1)=[O:7])([CH3:4])([CH3:3])[CH3:2].[OH-].[Na+]. The yield is 0.690. (2) The reactants are [OH:1][C:2]1[CH:3]=[C:4]2[C:9](=[CH:10]C=1)[O:8][CH:7]([C:12]([F:15])([F:14])[F:13])[C:6]([C:16]([O:18][CH2:19][CH3:20])=[O:17])=[CH:5]2.I[Cl:22].C(OCC)(=O)C.Cl[CH2:30][Cl:31]. No catalyst specified. The product is [Cl:22][C:3]1[C:2]([OH:1])=[C:30]([Cl:31])[CH:10]=[C:9]2[C:4]=1[CH:5]=[C:6]([C:16]([O:18][CH2:19][CH3:20])=[O:17])[CH:7]([C:12]([F:15])([F:14])[F:13])[O:8]2. The yield is 0.640. (3) The reactants are S(=O)(=O)(O)N.[Cl:6][C:7]1[CH:8]=[C:9]([CH:12]=[C:13]([CH3:16])[C:14]=1[OH:15])[CH:10]=[O:11].Cl([O-])=[O:18].[Na+]. The catalyst is O.C(O)(C)(C)C. The product is [Cl:6][C:7]1[CH:8]=[C:9]([CH:12]=[C:13]([CH3:16])[C:14]=1[OH:15])[C:10]([OH:18])=[O:11]. The yield is 0.520.